The task is: Predict the product of the given reaction.. This data is from Forward reaction prediction with 1.9M reactions from USPTO patents (1976-2016). (1) Given the reactants [CH2:1]([O:8][C:9]([N:11]1[CH2:15][C@H:14]([O:16][CH3:17])[CH2:13][C@H:12]1[C:18]([NH2:21])=[N:19][OH:20])=[O:10])[C:2]1[CH:7]=[CH:6][CH:5]=[CH:4][CH:3]=1.[C:22]([C:28]([O:30][CH3:31])=[O:29])#[C:23][C:24]([O:26][CH3:27])=[O:25], predict the reaction product. The product is: [CH3:27][O:26][C:24](=[O:25])[C:23]([O:20][N:19]=[C:18]([NH2:21])[C@@H:12]1[CH2:13][C@@H:14]([O:16][CH3:17])[CH2:15][N:11]1[C:9]([O:8][CH2:1][C:2]1[CH:3]=[CH:4][CH:5]=[CH:6][CH:7]=1)=[O:10])=[CH:22][C:28]([O:30][CH3:31])=[O:29]. (2) Given the reactants [CH2:1]([C:5]1[N:6]=[C:7]([C:21]2[CH:26]=[CH:25][C:24]([C:27]([F:30])([F:29])[F:28])=[CH:23][CH:22]=2)[S:8][C:9]=1[CH2:10][O:11][C:12]1[CH:19]=[CH:18][C:15]([CH:16]=[O:17])=[C:14]([Cl:20])[CH:13]=1)[CH2:2][CH2:3][CH3:4].[BH4-].[Na+], predict the reaction product. The product is: [CH2:1]([C:5]1[N:6]=[C:7]([C:21]2[CH:22]=[CH:23][C:24]([C:27]([F:29])([F:28])[F:30])=[CH:25][CH:26]=2)[S:8][C:9]=1[CH2:10][O:11][C:12]1[CH:19]=[CH:18][C:15]([CH2:16][OH:17])=[C:14]([Cl:20])[CH:13]=1)[CH2:2][CH2:3][CH3:4]. (3) The product is: [Cl:8][C:19]([CH2:18][O:17][C:16]1[CH:15]=[C:14]([CH:24]=[CH:23][CH:22]=1)[C:12]([O:11][CH3:10])=[O:13])=[O:20]. Given the reactants CN(C)C=O.S(Cl)([Cl:8])=O.[CH3:10][O:11][C:12]([C:14]1[CH:15]=[C:16]([CH:22]=[CH:23][CH:24]=1)[O:17][CH2:18][C:19](O)=[O:20])=[O:13], predict the reaction product.